Task: Predict the reactants needed to synthesize the given product.. Dataset: Full USPTO retrosynthesis dataset with 1.9M reactions from patents (1976-2016) (1) Given the product [NH2:39][C:26]1[CH:27]=[CH:28][C:44]2[C:8]3([CH2:23][O:43][C:41]=2[CH:42]=1)[C:16]1[C:11](=[CH:12][CH:13]=[CH:14][CH:15]=1)[N:10]([CH2:17][C@H:18]1[CH2:22][CH2:21][CH2:20][O:19]1)[C:9]3=[O:48], predict the reactants needed to synthesize it. The reactants are: BrC1C=CC2[C:8]3([C:23](=O)OC=2C=1)[C:16]1[C:11](=[CH:12][CH:13]=[CH:14][CH:15]=1)[N:10]([CH2:17][C@H:18]1[CH2:22][CH2:21][CH2:20][O:19]1)[CH2:9]3.[C:26](=[NH:39])(C1C=CC=CC=1)[C:27]1C=CC=C[CH:28]=1.C[C:41]([CH3:44])([O-:43])[CH3:42].[Na+].C(OCC)(=[O:48])C. (2) The reactants are: Cl[C:2]1[CH:3]=[C:4]([O:9][CH3:10])[CH:5]=[C:6]([Cl:8])[CH:7]=1.[Mg].C(Br)C.CN([CH:18]=[O:19])C. Given the product [CH3:10][O:9][C:4]1[CH:3]=[C:2]([CH:7]=[C:6]([Cl:8])[CH:5]=1)[CH:18]=[O:19], predict the reactants needed to synthesize it.